Dataset: Reaction yield outcomes from USPTO patents with 853,638 reactions. Task: Predict the reaction yield, written as a fraction of the theoretical maximum amount of product (1.0 means a 100% yield; for example, 0.34 means a 34% yield). The reactants are [NH2:1][CH2:2][C:3]1[C:4]([F:20])=[C:5]([O:10][C:11]2[CH:12]=[C:13]([CH:16]=[C:17](Br)[CH:18]=2)[C:14]#[N:15])[C:6]([Cl:9])=[CH:7][CH:8]=1.[C:21]([Zn]C#N)#[N:22]. The catalyst is CN(C=O)C.CCOC(C)=O.C1C=CC([P]([Pd]([P](C2C=CC=CC=2)(C2C=CC=CC=2)C2C=CC=CC=2)([P](C2C=CC=CC=2)(C2C=CC=CC=2)C2C=CC=CC=2)[P](C2C=CC=CC=2)(C2C=CC=CC=2)C2C=CC=CC=2)(C2C=CC=CC=2)C2C=CC=CC=2)=CC=1. The product is [NH2:1][CH2:2][C:3]1[C:4]([F:20])=[C:5]([O:10][C:11]2[CH:12]=[C:13]([C:14]#[N:15])[CH:16]=[C:17]([C:21]#[N:22])[CH:18]=2)[C:6]([Cl:9])=[CH:7][CH:8]=1. The yield is 0.664.